This data is from Forward reaction prediction with 1.9M reactions from USPTO patents (1976-2016). The task is: Predict the product of the given reaction. (1) Given the reactants [Cl:1][C:2]1[CH:3]=[CH:4][C:5]([O:25][CH3:26])=[C:6]([C:8]2[C:12]([NH:13][C:14]([C:16]3[CH:17]=[N:18][N:19]4[CH:24]=[CH:23][CH:22]=[N:21][C:20]=34)=[O:15])=[CH:11][NH:10][N:9]=2)[CH:7]=1.[H-].[Na+].Br[CH:30]([F:36])[C:31]([O:33]CC)=[O:32], predict the reaction product. The product is: [Cl:1][C:2]1[CH:3]=[CH:4][C:5]([O:25][CH3:26])=[C:6]([C:8]2[C:12]([NH:13][C:14]([C:16]3[CH:17]=[N:18][N:19]4[CH:24]=[CH:23][CH:22]=[N:21][C:20]=34)=[O:15])=[CH:11][N:10]([CH:30]([F:36])[C:31]([OH:33])=[O:32])[N:9]=2)[CH:7]=1. (2) The product is: [CH3:1][C:2]1[C:3]([C:17]([OH:19])=[O:18])=[N:4][O:5][C:6]=1[C:7]1[CH2:16][CH2:15][C:10]2([CH2:14][CH2:13][CH2:12][CH2:11]2)[CH2:9][CH:8]=1. Given the reactants [CH3:1][C:2]1[C:3]([C:17]([O:19]CC)=[O:18])=[N:4][O:5][C:6]=1[C:7]1[CH2:16][CH2:15][C:10]2([CH2:14][CH2:13][CH2:12][CH2:11]2)[CH2:9][CH:8]=1.[OH-].[Na+].Cl, predict the reaction product. (3) Given the reactants [CH3:1][NH:2][NH:3][C:4]([C:6]1[CH:11]=[CH:10][CH:9]=[CH:8][N:7]=1)=[NH:5].[OH:12][C:13]1[CH:20]=[CH:19][CH:18]=[CH:17][C:14]=1[CH:15]=O, predict the reaction product. The product is: [CH3:1][N:2]1[C:15]([C:14]2[CH:17]=[CH:18][CH:19]=[CH:20][C:13]=2[OH:12])=[N:5][C:4]([C:6]2[CH:11]=[CH:10][CH:9]=[CH:8][N:7]=2)=[N:3]1. (4) Given the reactants [Cl:1][C:2]1[CH:9]=[C:8]([CH2:10][OH:11])[C:7]([O:12][CH3:13])=[CH:6][C:3]=1[C:4]#N.[OH-:14].[Na+].[OH2:16], predict the reaction product. The product is: [Cl:1][C:2]1[CH:9]=[C:8]([CH2:10][OH:11])[C:7]([O:12][CH3:13])=[CH:6][C:3]=1[C:4]([OH:16])=[O:14]. (5) Given the reactants C[O:2][C:3](=[O:38])[CH2:4][CH2:5][C:6]1[CH:15]=[CH:14][C:13]2[N:12]([CH2:16][CH2:17][CH2:18][NH:19][C:20]([O:22][C:23]([CH3:26])([CH3:25])[CH3:24])=[O:21])[C:11](=[O:27])[C:10]3=[C:28]([CH3:37])[N:29]([CH:31]4[CH2:36][CH2:35][CH2:34][CH2:33][O:32]4)[N:30]=[C:9]3[C:8]=2[CH:7]=1.[OH-].[Na+].Cl, predict the reaction product. The product is: [C:23]([O:22][C:20]([NH:19][CH2:18][CH2:17][CH2:16][N:12]1[C:13]2[CH:14]=[CH:15][C:6]([CH2:5][CH2:4][C:3]([OH:38])=[O:2])=[CH:7][C:8]=2[C:9]2=[N:30][N:29]([CH:31]3[CH2:36][CH2:35][CH2:34][CH2:33][O:32]3)[C:28]([CH3:37])=[C:10]2[C:11]1=[O:27])=[O:21])([CH3:26])([CH3:24])[CH3:25]. (6) Given the reactants [CH3:1][N:2]([CH3:6])[CH2:3][CH2:4][OH:5].[CH2:7]([Br:10])[CH2:8][CH3:9].C1(C)C=CC=CC=1, predict the reaction product. The product is: [Br-:10].[OH:5][CH2:4][CH2:3][N+:2]([CH3:6])([CH3:1])[CH2:7][CH2:8][CH3:9]. (7) Given the reactants O.[OH-].[Li+].[CH3:4][CH:5]([O:7][CH2:8][C@@H:9]([C:36]([O:38]C)=[O:37])[NH:10][C:11]([C:13]1[C:22]([NH:23][C:24]([NH:26][C:27]2[C:32]([CH3:33])=[CH:31][C:30]([CH3:34])=[CH:29][C:28]=2[CH3:35])=[O:25])=[CH:21][C:20]2[C:15](=[CH:16][CH:17]=[CH:18][CH:19]=2)[CH:14]=1)=[O:12])[CH3:6].O.Cl, predict the reaction product. The product is: [CH3:6][CH:5]([O:7][CH2:8][C@@H:9]([C:36]([OH:38])=[O:37])[NH:10][C:11]([C:13]1[C:22]([NH:23][C:24]([NH:26][C:27]2[C:32]([CH3:33])=[CH:31][C:30]([CH3:34])=[CH:29][C:28]=2[CH3:35])=[O:25])=[CH:21][C:20]2[C:15](=[CH:16][CH:17]=[CH:18][CH:19]=2)[CH:14]=1)=[O:12])[CH3:4]. (8) Given the reactants [NH2:1][C:2]1[CH:7]=[C:6]([Cl:8])[C:5]([N+:9]([O-:11])=[O:10])=[CH:4][C:3]=1[OH:12].[CH:13](=O)[C:14]1[CH:19]=[CH:18][CH:17]=[CH:16][CH:15]=1.C, predict the reaction product. The product is: [Cl:8][C:6]1[C:5]([N+:9]([O-:11])=[O:10])=[CH:4][C:3]2[O:12][C:13]([C:14]3[CH:19]=[CH:18][CH:17]=[CH:16][CH:15]=3)=[N:1][C:2]=2[CH:7]=1. (9) Given the reactants [CH3:1][O:2][C:3]1[CH:4]=[C:5]([NH:15][C:16]([NH2:18])=S)[CH:6]=[CH:7][C:8]=1[N:9]1[CH:13]=[C:12]([CH3:14])[N:11]=[CH:10]1.[F:19][C:20]1[CH:29]=[CH:28][C:23]([C:24]([NH:26][NH2:27])=O)=[CH:22][CH:21]=1, predict the reaction product. The product is: [F:19][C:20]1[CH:29]=[CH:28][C:23]([C:24]2[NH:18][C:16]([NH:15][C:5]3[CH:6]=[CH:7][C:8]([N:9]4[CH:13]=[C:12]([CH3:14])[N:11]=[CH:10]4)=[C:3]([O:2][CH3:1])[CH:4]=3)=[N:27][N:26]=2)=[CH:22][CH:21]=1. (10) Given the reactants [C:1]([C@@H:3]1[CH2:7][N:6]([C:8]([O:10][C:11]([CH3:14])([CH3:13])[CH3:12])=[O:9])[C@H:5]([C:15]([O:17]C)=[O:16])[CH2:4]1)#[N:2].[Li+].[OH-].OS([O-])(=O)=O.[Na+], predict the reaction product. The product is: [C:11]([O:10][C:8]([N:6]1[CH2:7][C@@H:3]([C:1]#[N:2])[CH2:4][C@H:5]1[C:15]([OH:17])=[O:16])=[O:9])([CH3:14])([CH3:12])[CH3:13].